This data is from Full USPTO retrosynthesis dataset with 1.9M reactions from patents (1976-2016). The task is: Predict the reactants needed to synthesize the given product. (1) Given the product [Cl:2][CH2:1][C@@H:3]([OH:5])[CH2:4][N:11]1[CH2:12][CH2:13][N:7]([S:8]([CH3:17])(=[O:10])=[O:9])[CH2:6][CH2:16]1, predict the reactants needed to synthesize it. The reactants are: [CH2:1]([C@H:3]1[O:5][CH2:4]1)[Cl:2].[CH3:6][NH:7][SH:8](=[O:10])=[O:9].[NH:11]1[CH2:16]CN[CH2:13][CH2:12]1.[CH2:17](O)C. (2) Given the product [C:23]([N:12]1[CH2:11][CH:10]2[CH2:15][CH:13]1[CH2:14][N:9]2[C:6]1[CH:5]=[CH:4][C:3]([I:2])=[CH:8][CH:7]=1)(=[O:25])[CH3:24], predict the reactants needed to synthesize it. The reactants are: Cl.[I:2][C:3]1[CH:8]=[CH:7][C:6]([N:9]2[CH2:14][CH:13]3[CH2:15][CH:10]2[CH2:11][NH:12]3)=[CH:5][CH:4]=1.C(N(CC)CC)C.[C:23](OC(=O)C)(=[O:25])[CH3:24]. (3) Given the product [Br:7][C:8]1[C:13]([CH3:14])=[CH:12][C:11]([O:6][C@@H:3]2[CH2:4][CH2:5][O:1][CH2:2]2)=[CH:10][C:9]=1[CH3:16], predict the reactants needed to synthesize it. The reactants are: [O:1]1[CH2:5][CH2:4][C@H:3]([OH:6])[CH2:2]1.[Br:7][C:8]1[C:13]([CH3:14])=[CH:12][C:11](O)=[CH:10][C:9]=1[CH3:16].C1(P(C2C=CC=CC=2)C2C=CC=CC=2)C=CC=CC=1.N(C(OC(C)C)=O)=NC(OC(C)C)=O. (4) Given the product [Cl:1][C:2]1[CH:8]=[C:7]2[C:5](=[CH:4][C:3]=1[OH:9])[O:6][CH:32]=[C:22]([C:17]1[CH:18]=[CH:19][CH:20]=[CH:21][C:16]=1[O:15][CH2:14][CH2:13][CH2:12][C:10]#[N:11])[C:23]2=[O:25], predict the reactants needed to synthesize it. The reactants are: [Cl:1][C:2]1[CH:8]=[CH:7][C:5]([OH:6])=[CH:4][C:3]=1[OH:9].[C:10]([CH2:12][CH2:13][CH2:14][O:15][C:16]1[CH:21]=[CH:20][CH:19]=[CH:18][C:17]=1[CH2:22][C:23]([OH:25])=O)#[N:11].P(Cl)(Cl)(Cl)(Cl)Cl.[CH3:32]N(C=O)C.